From a dataset of NCI-60 drug combinations with 297,098 pairs across 59 cell lines. Regression. Given two drug SMILES strings and cell line genomic features, predict the synergy score measuring deviation from expected non-interaction effect. (1) Cell line: OVCAR3. Drug 1: C1=C(C(=O)NC(=O)N1)N(CCCl)CCCl. Synergy scores: CSS=10.8, Synergy_ZIP=-5.32, Synergy_Bliss=-2.11, Synergy_Loewe=-13.3, Synergy_HSA=-2.87. Drug 2: C1=CC=C(C(=C1)C(C2=CC=C(C=C2)Cl)C(Cl)Cl)Cl. (2) Drug 1: C1=CC(=C2C(=C1NCCNCCO)C(=O)C3=C(C=CC(=C3C2=O)O)O)NCCNCCO. Drug 2: COC1=CC(=CC(=C1O)OC)C2C3C(COC3=O)C(C4=CC5=C(C=C24)OCO5)OC6C(C(C7C(O6)COC(O7)C8=CC=CS8)O)O. Cell line: U251. Synergy scores: CSS=64.1, Synergy_ZIP=-0.721, Synergy_Bliss=-1.16, Synergy_Loewe=1.71, Synergy_HSA=4.25. (3) Drug 1: C1CC(=O)NC(=O)C1N2CC3=C(C2=O)C=CC=C3N. Drug 2: C1=C(C(=O)NC(=O)N1)F. Cell line: NCI-H460. Synergy scores: CSS=48.6, Synergy_ZIP=-3.49, Synergy_Bliss=-8.88, Synergy_Loewe=-21.8, Synergy_HSA=-7.29.